This data is from Forward reaction prediction with 1.9M reactions from USPTO patents (1976-2016). The task is: Predict the product of the given reaction. (1) The product is: [F:19][C:15]1[C:16]([F:18])=[CH:17][C:12]([C:10]([N:4]2[CH2:5][CH2:6][CH2:7][C@@H:8]([CH3:9])[C@H:3]2[CH2:2][NH:1][C:27]2[N:32]=[CH:31][C:30]([C:33]([F:36])([F:35])[F:34])=[CH:29][N:28]=2)=[O:11])=[C:13]([C:20]2[N:21]=[CH:22][CH:23]=[CH:24][N:25]=2)[CH:14]=1. Given the reactants [NH2:1][CH2:2][C@@H:3]1[C@H:8]([CH3:9])[CH2:7][CH2:6][CH2:5][N:4]1[C:10]([C:12]1[CH:17]=[C:16]([F:18])[C:15]([F:19])=[CH:14][C:13]=1[C:20]1[N:25]=[CH:24][CH:23]=[CH:22][N:21]=1)=[O:11].Cl[C:27]1[N:32]=[CH:31][C:30]([C:33]([F:36])([F:35])[F:34])=[CH:29][N:28]=1, predict the reaction product. (2) Given the reactants N[C:2]1[CH:7]=[CH:6][C:5]([CH2:8][N:9]2[CH:13]=[CH:12][C:11]([NH:14][C:15](=[O:24])[C:16]3[C:21]([F:22])=[CH:20][CH:19]=[CH:18][C:17]=3[F:23])=[N:10]2)=[C:4]([CH3:25])[CH:3]=1.S(=O)(=O)(O)O.N([O-])=O.[Na+].[I-:35].[K+], predict the reaction product. The product is: [F:23][C:17]1[CH:18]=[CH:19][CH:20]=[C:21]([F:22])[C:16]=1[C:15]([NH:14][C:11]1[CH:12]=[CH:13][N:9]([CH2:8][C:5]2[CH:6]=[CH:7][C:2]([I:35])=[CH:3][C:4]=2[CH3:25])[N:10]=1)=[O:24]. (3) Given the reactants Cl[C:2]1[C:11]2[C:6](=[CH:7][C:8]([O:14][CH3:15])=[C:9]([O:12][CH3:13])[CH:10]=2)[N:5]=[CH:4][CH:3]=1.[OH:16][C:17]1[CH:29]=[CH:28][C:27]2[C:26]3[C:21](=[CH:22][CH:23]=[CH:24][CH:25]=3)[C:20](=[O:30])[C:19]=2[CH:18]=1.O, predict the reaction product. The product is: [CH3:13][O:12][C:9]1[CH:10]=[C:11]2[C:6](=[CH:7][C:8]=1[O:14][CH3:15])[N:5]=[CH:4][CH:3]=[C:2]2[O:16][C:17]1[CH:29]=[CH:28][C:27]2[C:26]3[C:21](=[CH:22][CH:23]=[CH:24][CH:25]=3)[C:20](=[O:30])[C:19]=2[CH:18]=1. (4) Given the reactants C([O:3][CH:4](OCC)[CH2:5][O:6][CH2:7][CH2:8][CH2:9][CH2:10][O:11][C:12]1[CH:17]=[CH:16][C:15]([C:18]2[CH:23]=[CH:22][CH:21]=[CH:20][CH:19]=2)=[CH:14][CH:13]=1)C.CC(C)=O.O, predict the reaction product. The product is: [C:15]1([C:18]2[CH:19]=[CH:20][CH:21]=[CH:22][CH:23]=2)[CH:16]=[CH:17][C:12]([O:11][CH2:10][CH2:9][CH2:8][CH2:7][O:6][CH2:5][CH:4]=[O:3])=[CH:13][CH:14]=1. (5) Given the reactants [NH:1]1[CH2:6][CH2:5][CH:4]([CH:7]2[C:20]3[CH:19]=[CH:18][C:17]([C:21]4[CH:26]=[CH:25][N:24]=[CH:23][CH:22]=4)=[CH:16][C:15]=3[O:14][C:13]3[C:8]2=[CH:9][CH:10]=[CH:11][CH:12]=3)[CH2:3][CH2:2]1.C(N(CC)C(C1C=CC2C(C3CCNCC3)C3[C:42]([O:43][C:44]=2[CH:45]=1)=[CH:41][CH:40]=CC=3)=O)C, predict the reaction product. The product is: [O:43]1[CH:44]=[CH:45][C:41]([CH2:40][N:1]2[CH2:2][CH2:3][CH:4]([CH:7]3[C:20]4[CH:19]=[CH:18][C:17]([C:21]5[CH:26]=[CH:25][N:24]=[CH:23][CH:22]=5)=[CH:16][C:15]=4[O:14][C:13]4[C:8]3=[CH:9][CH:10]=[CH:11][CH:12]=4)[CH2:5][CH2:6]2)=[CH:42]1. (6) Given the reactants [F:1][C@H:2]1[CH2:19][C@@:17]2([CH3:18])[C@@H:13]([CH2:14][CH2:15][C:16]2=[O:20])[C@H:12]2[C@H:3]1[C@@H:4]1[C:9]([CH2:10][CH2:11]2)=[CH:8][C:7](=[O:21])[CH2:6][CH2:5]1.[NH+]1C=CC=C[CH:23]=1.C1(C)C=CC(S([O-])(=O)=O)=CC=1.C(N(CC)CC)C, predict the reaction product. The product is: [F:1][C@H:2]1[CH2:19][C@@:17]2([CH3:18])[C@@H:13]([CH2:14][CH2:15][C:16]2=[O:20])[C@H:12]2[C@H:3]1[C@@H:4]1[C:9](=[CH:10][CH2:11]2)[CH:8]=[C:7]([O:21][CH3:23])[CH2:6][CH2:5]1.